Dataset: Forward reaction prediction with 1.9M reactions from USPTO patents (1976-2016). Task: Predict the product of the given reaction. Given the reactants [C:1]([O:5][CH3:6])(=[O:4])[CH:2]=[CH2:3].I[C:8]1[C:9]([N:18]2[CH2:23][CH2:22][CH2:21][CH2:20][CH2:19]2)=[N:10][C:11]([C:14]([F:17])([F:16])[F:15])=[CH:12][CH:13]=1.C([O-])([O-])=O.[K+].[K+], predict the reaction product. The product is: [N:18]1([C:9]2[C:8](/[CH:3]=[CH:2]/[C:1]([O:5][CH3:6])=[O:4])=[CH:13][CH:12]=[C:11]([C:14]([F:17])([F:15])[F:16])[N:10]=2)[CH2:19][CH2:20][CH2:21][CH2:22][CH2:23]1.